From a dataset of Full USPTO retrosynthesis dataset with 1.9M reactions from patents (1976-2016). Predict the reactants needed to synthesize the given product. (1) Given the product [CH3:20][S:17]([C:14]1[CH:15]=[CH:16][C:10]2[N:9]=[C:8]([C:5]3[CH:6]=[CH:7][C:2]([C:26]4[CH:25]=[CH:24][CH:23]=[C:22]([OH:21])[CH:27]=4)=[CH:3][CH:4]=3)[NH:12][C:11]=2[CH:13]=1)(=[O:19])=[O:18], predict the reactants needed to synthesize it. The reactants are: Br[C:2]1[CH:7]=[CH:6][C:5]([C:8]2[NH:12][C:11]3[CH:13]=[C:14]([S:17]([CH3:20])(=[O:19])=[O:18])[CH:15]=[CH:16][C:10]=3[N:9]=2)=[CH:4][CH:3]=1.[OH:21][C:22]1[CH:23]=[C:24](B(O)O)[CH:25]=[CH:26][CH:27]=1. (2) The reactants are: [CH2:1]([O:8][C:9]1[CH:18]=[C:17]2[C:12]([C:13](=O)[CH2:14][CH2:15][O:16]2)=[CH:11][CH:10]=1)[C:2]1[CH:7]=[CH:6][CH:5]=[CH:4][CH:3]=1.[CH3:20][Mg]Br.[NH4+].[Cl-].Cl. Given the product [CH2:1]([O:8][C:9]1[CH:18]=[C:17]2[C:12]([C:13]([CH3:20])=[CH:14][CH2:15][O:16]2)=[CH:11][CH:10]=1)[C:2]1[CH:7]=[CH:6][CH:5]=[CH:4][CH:3]=1, predict the reactants needed to synthesize it.